Dataset: Full USPTO retrosynthesis dataset with 1.9M reactions from patents (1976-2016). Task: Predict the reactants needed to synthesize the given product. Given the product [CH2:1]([O:3][C:4](=[O:16])[CH2:5][NH:6][C:7]1[CH:12]=[CH:11][C:10]([C:13](=[NH:14])[NH:15][C:25]([O:24][CH2:18][CH2:19][CH2:20][CH2:21][CH2:22][CH3:23])=[O:26])=[CH:9][CH:8]=1)[CH3:2], predict the reactants needed to synthesize it. The reactants are: [CH2:1]([O:3][C:4](=[O:16])[CH2:5][NH:6][C:7]1[CH:12]=[CH:11][C:10]([C:13](=[NH:15])[NH2:14])=[CH:9][CH:8]=1)[CH3:2].O.[CH2:18]([O:24][C:25](Cl)=[O:26])[CH2:19][CH2:20][CH2:21][CH2:22][CH3:23].ClCCl.